This data is from Forward reaction prediction with 1.9M reactions from USPTO patents (1976-2016). The task is: Predict the product of the given reaction. (1) The product is: [O:6]1[C:5]([C:7]2[CH:14]=[CH:13][C:10]([C:11]#[N:12])=[CH:9][CH:8]=2)=[CH:4][CH:3]=[C:2]1[C:5]1[O:6][CH:2]=[CH:3][CH:4]=1. Given the reactants Br[C:2]1[O:6][C:5]([C:7]2[CH:14]=[CH:13][C:10]([C:11]#[N:12])=[CH:9][CH:8]=2)=[CH:4][CH:3]=1, predict the reaction product. (2) Given the reactants [NH2:1][C:2]1[S:3][C:4]2[CH2:9][CH2:8][CH:7]([C:10]([O:12][CH2:13][CH3:14])=[O:11])[C:5]=2[N:6]=1.[C:15](O[C:15]([O:17][C:18]([CH3:21])([CH3:20])[CH3:19])=[O:16])([O:17][C:18]([CH3:21])([CH3:20])[CH3:19])=[O:16].C(N(CC)CC)C, predict the reaction product. The product is: [C:18]([O:17][C:15]([NH:1][C:2]1[S:3][C:4]2[CH2:9][CH2:8][CH:7]([C:10]([O:12][CH2:13][CH3:14])=[O:11])[C:5]=2[N:6]=1)=[O:16])([CH3:21])([CH3:20])[CH3:19]. (3) The product is: [Cl:1][C:2]1[CH:3]=[CH:4][CH:5]=[C:6]2[C:11]=1[N:10]=[C:9]([C:12]1[CH:17]=[C:16]([F:18])[CH:15]=[CH:14][C:13]=1[O:19][CH3:20])[C:8]([CH2:21][NH:22][C:24]1[N:32]=[CH:31][N:30]=[C:29]3[C:25]=1[N:26]=[CH:27][NH:28]3)=[CH:7]2. Given the reactants [Cl:1][C:2]1[CH:3]=[CH:4][CH:5]=[C:6]2[C:11]=1[N:10]=[C:9]([C:12]1[CH:17]=[C:16]([F:18])[CH:15]=[CH:14][C:13]=1[O:19][CH3:20])[C:8]([CH2:21][NH2:22])=[CH:7]2.Br[C:24]1[N:32]=[CH:31][N:30]=[C:29]2[C:25]=1[NH:26][CH:27]=[N:28]2.C(O)CCC, predict the reaction product. (4) The product is: [F:14][C:11]1[CH:12]=[CH:13][C:8]([O:7][CH2:6][C@@H:5]([OH:15])[C:4]#[C:3][Si:2]([CH3:1])([CH3:17])[CH3:16])=[CH:9][CH:10]=1. Given the reactants [CH3:1][Si:2]([CH3:17])([CH3:16])[C:3]#[C:4][C:5](=[O:15])[CH2:6][O:7][C:8]1[CH:13]=[CH:12][C:11]([F:14])=[CH:10][CH:9]=1.B1([C@H]2[C@H](C)[C@@H]3C(C)(C)[C@@H](C3)C2)C2CCCC1CCC2.C(=O)C, predict the reaction product. (5) The product is: [N:35]1[C:27]([NH:1][C@H:2]([C:8]2[N:17]([C:18]3[CH:19]=[CH:20][CH:21]=[CH:22][CH:23]=3)[C:16](=[O:24])[C:15]3[C:10](=[CH:11][CH:12]=[CH:13][C:14]=3[F:25])[N:9]=2)[CH2:3][C:4]([F:6])([F:5])[F:7])=[C:28]2[C:32]([NH:31][CH:30]=[N:29]2)=[N:33][CH:34]=1. Given the reactants [NH2:1][C@H:2]([C:8]1[N:17]([C:18]2[CH:23]=[CH:22][CH:21]=[CH:20][CH:19]=2)[C:16](=[O:24])[C:15]2[C:10](=[CH:11][CH:12]=[CH:13][C:14]=2[F:25])[N:9]=1)[CH2:3][C:4]([F:7])([F:6])[F:5].Br[C:27]1[N:35]=[CH:34][N:33]=[C:32]2[C:28]=1[N:29]=[CH:30][NH:31]2.C(N(C(C)C)CC)(C)C, predict the reaction product. (6) Given the reactants [Cl:1][C:2]1[CH:3]=[C:4]([C:12]2[O:16][N:15]=[C:14]([C:17]3[CH:18]=[C:19]4[C:23](=[CH:24][CH:25]=3)[N:22]([CH2:26][C:27]([CH3:34])([CH3:33])[C:28]([O:30]CC)=[O:29])[N:21]=[CH:20]4)[N:13]=2)[CH:5]=[N:6][C:7]=1[O:8][CH:9]([CH3:11])[CH3:10].[OH-].[Na+].C(O)(=O)C, predict the reaction product. The product is: [Cl:1][C:2]1[CH:3]=[C:4]([C:12]2[O:16][N:15]=[C:14]([C:17]3[CH:18]=[C:19]4[C:23](=[CH:24][CH:25]=3)[N:22]([CH2:26][C:27]([CH3:34])([CH3:33])[C:28]([OH:30])=[O:29])[N:21]=[CH:20]4)[N:13]=2)[CH:5]=[N:6][C:7]=1[O:8][CH:9]([CH3:10])[CH3:11]. (7) Given the reactants [CH:1]([CH:3]1[CH2:8][CH:7]2[CH2:9][CH:4]1[CH:5]=[CH:6]2)=[CH2:2].CO[C:12]1[CH:17]=CC(O)=[CH:14][CH:13]=1, predict the reaction product. The product is: [CH:1]([CH:3]1[CH2:8][CH:7]2[CH2:9][CH:4]1[C:5]1[CH:6]2[CH2:14][CH2:13][CH2:12][CH:17]=1)=[CH2:2]. (8) Given the reactants [H-].[H-].[H-].[H-].[Li+].[Al+3].[CH2:7]([CH:17]([CH2:23][CH2:24][CH2:25][CH2:26][CH2:27][CH2:28][CH2:29][CH2:30][CH2:31][CH2:32][CH2:33][CH3:34])[CH2:18][CH2:19][C:20](O)=[O:21])[CH2:8][CH2:9][CH2:10][CH2:11][CH2:12][CH2:13][CH2:14][CH2:15][CH3:16].O, predict the reaction product. The product is: [CH2:7]([CH:17]([CH2:23][CH2:24][CH2:25][CH2:26][CH2:27][CH2:28][CH2:29][CH2:30][CH2:31][CH2:32][CH2:33][CH3:34])[CH2:18][CH2:19][CH2:20][OH:21])[CH2:8][CH2:9][CH2:10][CH2:11][CH2:12][CH2:13][CH2:14][CH2:15][CH3:16].